Dataset: NCI-60 drug combinations with 297,098 pairs across 59 cell lines. Task: Regression. Given two drug SMILES strings and cell line genomic features, predict the synergy score measuring deviation from expected non-interaction effect. (1) Drug 1: C1=CC(=CC=C1CCC2=CNC3=C2C(=O)NC(=N3)N)C(=O)NC(CCC(=O)O)C(=O)O. Drug 2: CC1C(C(=O)NC(C(=O)N2CCCC2C(=O)N(CC(=O)N(C(C(=O)O1)C(C)C)C)C)C(C)C)NC(=O)C3=C4C(=C(C=C3)C)OC5=C(C(=O)C(=C(C5=N4)C(=O)NC6C(OC(=O)C(N(C(=O)CN(C(=O)C7CCCN7C(=O)C(NC6=O)C(C)C)C)C)C(C)C)C)N)C. Cell line: HOP-92. Synergy scores: CSS=8.61, Synergy_ZIP=1.00, Synergy_Bliss=4.19, Synergy_Loewe=5.01, Synergy_HSA=4.53. (2) Drug 1: CS(=O)(=O)CCNCC1=CC=C(O1)C2=CC3=C(C=C2)N=CN=C3NC4=CC(=C(C=C4)OCC5=CC(=CC=C5)F)Cl. Drug 2: CC12CCC3C(C1CCC2O)C(CC4=C3C=CC(=C4)O)CCCCCCCCCS(=O)CCCC(C(F)(F)F)(F)F. Cell line: SF-295. Synergy scores: CSS=6.97, Synergy_ZIP=-1.47, Synergy_Bliss=-0.864, Synergy_Loewe=2.65, Synergy_HSA=-0.919. (3) Drug 2: C(CCl)NC(=O)N(CCCl)N=O. Drug 1: CC(C)(C#N)C1=CC(=CC(=C1)CN2C=NC=N2)C(C)(C)C#N. Synergy scores: CSS=-2.18, Synergy_ZIP=0.986, Synergy_Bliss=1.30, Synergy_Loewe=-4.14, Synergy_HSA=-3.86. Cell line: SK-MEL-5. (4) Drug 1: CS(=O)(=O)CCNCC1=CC=C(O1)C2=CC3=C(C=C2)N=CN=C3NC4=CC(=C(C=C4)OCC5=CC(=CC=C5)F)Cl. Drug 2: C1CN1C2=NC(=NC(=N2)N3CC3)N4CC4. Cell line: HOP-92. Synergy scores: CSS=27.4, Synergy_ZIP=-8.56, Synergy_Bliss=3.19, Synergy_Loewe=-2.74, Synergy_HSA=3.51. (5) Drug 1: CC1OCC2C(O1)C(C(C(O2)OC3C4COC(=O)C4C(C5=CC6=C(C=C35)OCO6)C7=CC(=C(C(=C7)OC)O)OC)O)O. Drug 2: C1C(C(OC1N2C=NC(=NC2=O)N)CO)O. Cell line: ACHN. Synergy scores: CSS=55.2, Synergy_ZIP=-3.08, Synergy_Bliss=-0.683, Synergy_Loewe=-0.0712, Synergy_HSA=3.06.